Task: Binary Classification. Given a T-cell receptor sequence (or CDR3 region) and an epitope sequence, predict whether binding occurs between them.. Dataset: TCR-epitope binding with 47,182 pairs between 192 epitopes and 23,139 TCRs (1) The epitope is LLMPILTLT. The TCR CDR3 sequence is CASSLVYGNNEQFF. Result: 1 (the TCR binds to the epitope). (2) The epitope is VLWAHGFEL. The TCR CDR3 sequence is CASSQGAILNYEQYF. Result: 0 (the TCR does not bind to the epitope). (3) The epitope is EPLPQGQLTAY. The TCR CDR3 sequence is CASSPSGGMSDEQFF. Result: 0 (the TCR does not bind to the epitope). (4) The epitope is TEKSNIIRGW. The TCR CDR3 sequence is CASSDSGLGYEQYF. Result: 0 (the TCR does not bind to the epitope). (5) The epitope is FVDGVPFVV. The TCR CDR3 sequence is CASREYATSNEQYF. Result: 0 (the TCR does not bind to the epitope). (6) The epitope is DRFYKTLRAEQASQEV. The TCR CDR3 sequence is CASSQTAQYGYTF. Result: 1 (the TCR binds to the epitope).